From a dataset of Full USPTO retrosynthesis dataset with 1.9M reactions from patents (1976-2016). Predict the reactants needed to synthesize the given product. (1) Given the product [ClH:23].[ClH:23].[CH3:21][C:19]1[CH:18]=[C:17]([CH3:22])[N:16]=[C:15]([NH:14][CH:11]2[CH2:12][CH2:13][NH:8][CH2:9][CH2:10]2)[N:20]=1, predict the reactants needed to synthesize it. The reactants are: C(OC([N:8]1[CH2:13][CH2:12][CH:11]([NH:14][C:15]2[N:20]=[C:19]([CH3:21])[CH:18]=[C:17]([CH3:22])[N:16]=2)[CH2:10][CH2:9]1)=O)(C)(C)C.[ClH:23]. (2) Given the product [Br:1][C:2]1[CH:3]=[CH:4][C:5]([O:14][CH3:15])=[C:6]([CH:8]2[CH2:9][CH2:10][CH2:11][N:17]2[CH3:16])[CH:7]=1, predict the reactants needed to synthesize it. The reactants are: [Br:1][C:2]1[CH:3]=[CH:4][C:5]([O:14][CH3:15])=[C:6]([C:8](=O)[CH2:9][CH2:10][CH2:11]Cl)[CH:7]=1.[CH3:16][NH2:17].[BH4-].[Na+]. (3) The reactants are: [F:1][CH:2]([F:22])[C:3]1[N:8]=[C:7]([NH:9][C@H:10]2[C:18]3[C:13](=[CH:14][CH:15]=[C:16]([CH3:19])[CH:17]=3)[CH2:12][C@@H:11]2[CH3:20])[N:6]=[C:5]([NH2:21])[N:4]=1.C[C:24](OC(C)=O)=[O:25]. Given the product [F:22][CH:2]([F:1])[C:3]1[N:8]=[C:7]([NH:9][C@H:10]2[C:18]3[C:13](=[CH:14][CH:15]=[C:16]([CH3:19])[CH:17]=3)[CH2:12][C@@H:11]2[CH3:20])[N:6]=[C:5]([NH:21][CH:24]=[O:25])[N:4]=1, predict the reactants needed to synthesize it. (4) The reactants are: [F:1][C:2]1[CH:18]=[CH:17][C:5]([O:6][C:7]2[CH:12]=[CH:11][C:10]([CH2:13][CH2:14][C:15]#[N:16])=[CH:9][CH:8]=2)=[CH:4][CH:3]=1.C(Cl)(C)=O.[NH3:23]. Given the product [F:1][C:2]1[CH:18]=[CH:17][C:5]([O:6][C:7]2[CH:12]=[CH:11][C:10]([CH2:13][CH2:14][C:15](=[NH:23])[NH2:16])=[CH:9][CH:8]=2)=[CH:4][CH:3]=1, predict the reactants needed to synthesize it. (5) Given the product [Br:1][C:2]1[CH:10]=[CH:9][C:5]([C:6]([N:8]=[CH:11][N:12]([CH3:14])[CH3:13])=[O:7])=[CH:4][CH:3]=1, predict the reactants needed to synthesize it. The reactants are: [Br:1][C:2]1[CH:10]=[CH:9][C:5]([C:6]([NH2:8])=[O:7])=[CH:4][CH:3]=1.[CH3:11][N:12]([CH:14](OC)OC)[CH3:13].